Dataset: Reaction yield outcomes from USPTO patents with 853,638 reactions. Task: Predict the reaction yield, written as a fraction of the theoretical maximum amount of product (1.0 means a 100% yield; for example, 0.34 means a 34% yield). (1) The reactants are [CH2:1]([N:3]([CH2:22][CH3:23])[CH2:4][CH2:5][S:6][C:7]1[CH:12]=[CH:11][C:10](/[CH:13]=[CH:14]/[C:15]([O:17][CH3:18])=[O:16])=[CH:9][C:8]=1[N+:19]([O-])=O)[CH3:2].[Sn](Cl)(Cl)(Cl)Cl. The catalyst is C(O)(=O)C.CO. The product is [NH2:19][C:8]1[CH:9]=[C:10](/[CH:13]=[CH:14]/[C:15]([O:17][CH3:18])=[O:16])[CH:11]=[CH:12][C:7]=1[S:6][CH2:5][CH2:4][N:3]([CH2:1][CH3:2])[CH2:22][CH3:23]. The yield is 0.739. (2) The reactants are C(O[C:4](=[O:21])[CH2:5][C:6]([CH:8]1[CH2:13][CH2:12][N:11]([C:14]([O:16][C:17]([CH3:20])([CH3:19])[CH3:18])=[O:15])[CH2:10][CH2:9]1)=O)C.[CH3:22][C:23]1[CH:31]=[CH:30][CH:29]=[C:28]2[C:24]=1[C:25]([NH2:32])=[N:26][NH:27]2.P([O-])([O-])([O-])=O.[K+].[K+].[K+].Cl. The catalyst is COCC(O)C.O. The product is [CH3:22][C:23]1[C:24]2[C:28]([CH:29]=[CH:30][CH:31]=1)=[N:27][N:26]1[C:6]([CH:8]3[CH2:9][CH2:10][N:11]([C:14]([O:16][C:17]([CH3:18])([CH3:19])[CH3:20])=[O:15])[CH2:12][CH2:13]3)=[CH:5][C:4](=[O:21])[NH:32][C:25]=21. The yield is 0.100. (3) The reactants are [Cl:1][C:2]1[CH:7]=[CH:6][C:5]([C:8]#[C:9][Si](C)(C)C)=[CH:4][C:3]=1[N+:14]([O-:16])=[O:15].C(=O)([O-])[O-].[K+].[K+]. The catalyst is CO. The product is [Cl:1][C:2]1[CH:7]=[CH:6][C:5]([C:8]#[CH:9])=[CH:4][C:3]=1[N+:14]([O-:16])=[O:15]. The yield is 0.740. (4) The reactants are [CH2:1]1[CH:8]2[C:4]3([C:10]([OH:12])=O)[CH2:5][CH:6]([CH2:9][CH:2]1[CH2:3]3)[CH2:7]2.C(Cl)(=O)C([Cl:16])=O. The catalyst is ClCCl. The product is [CH2:1]1[CH:8]2[C:4]3([C:10]([Cl:16])=[O:12])[CH2:5][CH:6]([CH2:9][CH:2]1[CH2:3]3)[CH2:7]2. The yield is 0.990. (5) The reactants are [C:1]([C:3]1[C:8](=O)[NH:7][C:6]([S:10][CH3:11])=[N:5][C:4]=1[C:12]1[CH:13]=[C:14]([O:18][CH2:19][CH3:20])[CH:15]=[N:16][CH:17]=1)#[N:2].O=P(Cl)(Cl)[Cl:23]. The catalyst is O1CCOCC1. The product is [Cl:23][C:8]1[N:7]=[C:6]([S:10][CH3:11])[N:5]=[C:4]([C:12]2[CH:13]=[C:14]([O:18][CH2:19][CH3:20])[CH:15]=[N:16][CH:17]=2)[C:3]=1[C:1]#[N:2]. The yield is 0.940. (6) The reactants are [NH2:1][C:2]1[S:3][C:4]([CH3:12])=[CH:5][C:6]=1[C:7](OCC)=[O:8].[CH:13]([NH2:15])=O. No catalyst specified. The product is [CH3:12][C:4]1[S:3][C:2]2[N:1]=[CH:13][N:15]=[C:7]([OH:8])[C:6]=2[CH:5]=1. The yield is 0.250.